This data is from Full USPTO retrosynthesis dataset with 1.9M reactions from patents (1976-2016). The task is: Predict the reactants needed to synthesize the given product. (1) Given the product [CH3:11]/[C:4](/[CH:3]=[CH:16]/[CH:17]=[C:41](/[C:28]1[CH:27]=[CH:26][C:25]2[C:24]([CH3:23])([CH3:46])[CH2:33][CH:32]=[C:31]([C:34]3[CH:39]=[CH:38][C:37]([CH3:40])=[CH:36][CH:35]=3)[C:30]=2[CH:29]=1)\[CH3:42])=[CH:5]\[C:6]([O:8][CH2:9][CH3:10])=[O:7], predict the reactants needed to synthesize it. The reactants are: C([C:3]([CH2:16][CH3:17])(P(=O)([O-])[O-])/[C:4](/[CH3:11])=[CH:5]/[C:6]([O:8][CH2:9][CH3:10])=[O:7])C.C([Li])CCC.[CH3:23][C:24]1([CH3:46])[CH2:33][CH:32]=[C:31]([C:34]2[CH:39]=[CH:38][C:37]([CH3:40])=[CH:36][CH:35]=2)[C:30]2[CH:29]=[C:28](/[C:41](/C)=[CH:42]/C=O)[CH:27]=[CH:26][C:25]1=2. (2) Given the product [Cl:1][C:2]1[C:3]([F:23])=[C:4]([NH:5][C:6]2[C:15]3[C:10](=[CH:11][C:12]([O:18][CH3:19])=[C:13]([CH2:16][NH:32][CH2:31][CH2:30][N:24]4[CH2:29][CH2:28][O:27][CH2:26][CH2:25]4)[CH:14]=3)[N:9]=[CH:8][N:7]=2)[CH:20]=[CH:21][CH:22]=1, predict the reactants needed to synthesize it. The reactants are: [Cl:1][C:2]1[C:3]([F:23])=[C:4]([CH:20]=[CH:21][CH:22]=1)[NH:5][C:6]1[C:15]2[C:10](=[CH:11][C:12]([O:18][CH3:19])=[C:13]([CH:16]=O)[CH:14]=2)[N:9]=[CH:8][N:7]=1.[N:24]1([CH2:30][CH2:31][NH2:32])[CH2:29][CH2:28][O:27][CH2:26][CH2:25]1. (3) Given the product [O-:8][C:6]([C:5]([F:10])([F:9])[F:4])=[O:7].[NH3+:2][NH2:3], predict the reactants needed to synthesize it. The reactants are: O.[NH2:2][NH2:3].[F:4][C:5]([F:10])([F:9])[C:6]([OH:8])=[O:7]. (4) Given the product [NH:1]([C:14]([O:16][CH2:17][CH:18]1[C:19]2[C:24](=[CH:23][CH:22]=[CH:21][CH:20]=2)[C:25]2[C:30]1=[CH:29][CH:28]=[CH:27][CH:26]=2)=[O:15])[C@H:2]([C:6]([OH:8])=[O:7])[CH:3]([CH3:5])[CH3:4], predict the reactants needed to synthesize it. The reactants are: [NH2:1][C@H:2]([C:6]([OH:8])=[O:7])[CH:3]([CH3:5])[CH3:4].C([O-])(O)=O.[Na+].[C:14](Cl)([O:16][CH2:17][CH:18]1[C:30]2[C:25](=[CH:26][CH:27]=[CH:28][CH:29]=2)[C:24]2[C:19]1=[CH:20][CH:21]=[CH:22][CH:23]=2)=[O:15].Cl. (5) Given the product [CH3:1][N:2]1[C:7](=[O:8])[N:6]2[CH:9]=[N:10][C:11]([C:12]([NH:16][CH2:17][C:18](=[O:19])[C:20]3[CH:25]=[CH:24][CH:23]=[CH:22][CH:21]=3)=[O:13])=[C:5]2[N:4]=[N:3]1, predict the reactants needed to synthesize it. The reactants are: [CH3:1][N:2]1[C:7](=[O:8])[N:6]2[CH:9]=[N:10][C:11]([C:12](Cl)=[O:13])=[C:5]2[N:4]=[N:3]1.Cl.[NH2:16][CH2:17][C:18]([C:20]1[CH:25]=[CH:24][CH:23]=[CH:22][CH:21]=1)=[O:19].CN(C=O)C. (6) Given the product [C:17]([O:16][C:14]([N:6]1[C:5]2[CH:7]=[CH:8][C:9]([C:11]([OH:13])=[O:12])=[CH:10][C:4]=2[N:3]=[C:2]1[CH3:1])=[O:15])([CH3:20])([CH3:19])[CH3:18], predict the reactants needed to synthesize it. The reactants are: [CH3:1][C:2]1[NH:6][C:5]2[CH:7]=[CH:8][C:9]([C:11]([OH:13])=[O:12])=[CH:10][C:4]=2[N:3]=1.[C:14](O[C:14]([O:16][C:17]([CH3:20])([CH3:19])[CH3:18])=[O:15])([O:16][C:17]([CH3:20])([CH3:19])[CH3:18])=[O:15]. (7) The reactants are: S(Cl)(Cl)=O.COC[O:8][C:9]1[CH:10]=[C:11]([CH:15]([CH3:19])[C:16]([OH:18])=[O:17])[CH:12]=[CH:13][CH:14]=1.[C:20]1(C)C=CC=CC=1.O. Given the product [OH:8][C:9]1[CH:10]=[C:11]([CH:15]([CH3:19])[C:16]([O:18][CH3:20])=[O:17])[CH:12]=[CH:13][CH:14]=1, predict the reactants needed to synthesize it. (8) Given the product [OH:33][C:30]1[CH:31]=[CH:32][C:27]([NH:26][C:22](=[O:24])[CH2:21][CH2:20][CH2:19][CH2:18][CH2:17][C:16]([NH:15][C:10]2[CH:11]=[CH:12][CH:13]=[CH:14][C:9]=2[NH:8][C:6](=[O:7])[O:5][C:1]([CH3:2])([CH3:3])[CH3:4])=[O:25])=[CH:28][CH:29]=1, predict the reactants needed to synthesize it. The reactants are: [C:1]([O:5][C:6]([NH:8][C:9]1[CH:14]=[CH:13][CH:12]=[CH:11][C:10]=1[NH:15][C:16](=[O:25])[CH2:17][CH2:18][CH2:19][CH2:20][CH2:21][C:22]([OH:24])=O)=[O:7])([CH3:4])([CH3:3])[CH3:2].[NH2:26][C:27]1[CH:32]=[CH:31][C:30]([OH:33])=[CH:29][CH:28]=1.CN(C(ON1N=NC2C=CC=CC1=2)=[N+](C)C)C.F[P-](F)(F)(F)(F)F.CCN(C(C)C)C(C)C. (9) Given the product [CH3:1][O:2][C:3]1[N:8]=[CH:7][C:6]([C:9]2[CH:13]=[C:12]([NH:14][CH2:15][C:17]3[CH:26]=[CH:25][C:20]([C:21]([O:23][CH3:24])=[O:22])=[CH:19][CH:18]=3)[NH:11][N:10]=2)=[CH:5][CH:4]=1, predict the reactants needed to synthesize it. The reactants are: [CH3:1][O:2][C:3]1[N:8]=[CH:7][C:6]([C:9]2[CH:13]=[C:12]([NH2:14])[NH:11][N:10]=2)=[CH:5][CH:4]=1.[CH:15]([C:17]1[CH:26]=[CH:25][C:20]([C:21]([O:23][CH3:24])=[O:22])=[CH:19][CH:18]=1)=O.[Sn](CCCC)(CCCC)(Cl)Cl.C1([SiH3])C=CC=CC=1.